From a dataset of Reaction yield outcomes from USPTO patents with 853,638 reactions. Predict the reaction yield, written as a fraction of the theoretical maximum amount of product (1.0 means a 100% yield; for example, 0.34 means a 34% yield). The reactants are [CH:1]([N:4]1[C:8]([C:9]2[CH:10]=[C:11]([NH2:17])[CH:12]=[CH:13][C:14]=2[O:15][CH3:16])=[CH:7][CH:6]=[N:5]1)([CH3:3])[CH3:2].[F:18][C:19]1[CH:20]=[C:21]([N:26]=[C:27]=[O:28])[CH:22]=[CH:23][C:24]=1[F:25]. The catalyst is C(Cl)Cl. The product is [F:18][C:19]1[CH:20]=[C:21]([NH:26][C:27]([NH:17][C:11]2[CH:12]=[CH:13][C:14]([O:15][CH3:16])=[C:9]([C:8]3[N:4]([CH:1]([CH3:3])[CH3:2])[N:5]=[CH:6][CH:7]=3)[CH:10]=2)=[O:28])[CH:22]=[CH:23][C:24]=1[F:25]. The yield is 0.420.